Dataset: Full USPTO retrosynthesis dataset with 1.9M reactions from patents (1976-2016). Task: Predict the reactants needed to synthesize the given product. (1) The reactants are: P([O-])([O-])([O-])=O.[K+].[K+].[K+].COC(C)(C)C.[NH2:15][CH:16]([C:24]1[CH:29]=[CH:28][C:27]([O:30][CH3:31])=[CH:26][CH:25]=1)[CH2:17][C:18]([O:20]CCC)=[O:19]. Given the product [NH2:15][CH:16]([C:24]1[CH:25]=[CH:26][C:27]([O:30][CH3:31])=[CH:28][CH:29]=1)[CH2:17][C:18]([OH:20])=[O:19], predict the reactants needed to synthesize it. (2) The reactants are: [OH-:1].[Na+].[F:3][CH:4]([F:15])[C:5]1[C:9]([C:10](F)=[O:11])=[C:8]([F:13])[N:7]([CH3:14])[N:6]=1.Cl. Given the product [F:13][C:8]1[N:7]([CH3:14])[N:6]=[C:5]([CH:4]([F:15])[F:3])[C:9]=1[C:10]([OH:1])=[O:11], predict the reactants needed to synthesize it. (3) The reactants are: Cl.[O:2]1[C:6]2[CH:7]=[CH:8][CH:9]=[C:10]([CH:11]3[CH2:16][CH2:15][N:14]([CH2:17][CH2:18][C@H:19]4[CH2:24][CH2:23][C@H:22]([NH2:25])[CH2:21][CH2:20]4)[CH2:13][CH2:12]3)[C:5]=2[O:4][CH2:3]1.[C:26](O)(=[O:29])[CH2:27][CH3:28]. Given the product [O:2]1[C:6]2[CH:7]=[CH:8][CH:9]=[C:10]([CH:11]3[CH2:16][CH2:15][N:14]([CH2:17][CH2:18][C@H:19]4[CH2:20][CH2:21][C@H:22]([NH:25][C:26](=[O:29])[CH2:27][CH3:28])[CH2:23][CH2:24]4)[CH2:13][CH2:12]3)[C:5]=2[O:4][CH2:3]1, predict the reactants needed to synthesize it. (4) Given the product [Cl:2][C:3]1[CH:4]=[C:5]([C:10]2[C:15]([C:16]3[CH:17]=[CH:18][C:19]4[N:20]=[CH:21][NH:22][C:23](=[O:26])[C:24]=4[N:25]=3)=[CH:14][CH:13]=[CH:12][N:11]=2)[CH:6]=[CH:7][C:8]=1[F:9], predict the reactants needed to synthesize it. The reactants are: Cl.[Cl:2][C:3]1[CH:4]=[C:5]([C:10]2[C:15]([C:16]3[CH:17]=[CH:18][C:19]4[N:20]=[CH:21][N:22]=[C:23]([O:26]C)[C:24]=4[N:25]=3)=[CH:14][CH:13]=[CH:12][N:11]=2)[CH:6]=[CH:7][C:8]=1[F:9]. (5) Given the product [CH3:1][CH:2]([N:19]1[CH2:24][C@@H:23]2[CH2:25][C@H:20]1[CH2:21][N:22]2[CH2:26][C:27]1[CH:28]=[CH:29][C:30]([C:31]([OH:33])=[O:32])=[CH:35][CH:36]=1)[C:3](=[O:18])[NH:4][C:5]1[CH:6]=[CH:7][C:8]([O:11][C:12]2[CH:13]=[CH:14][CH:15]=[CH:16][CH:17]=2)=[CH:9][CH:10]=1, predict the reactants needed to synthesize it. The reactants are: [CH3:1][CH:2]([N:19]1[CH2:24][C@@H:23]2[CH2:25][C@H:20]1[CH2:21][N:22]2[CH2:26][C:27]1[CH:36]=[CH:35][C:30]([C:31]([O:33]C)=[O:32])=[CH:29][CH:28]=1)[C:3](=[O:18])[NH:4][C:5]1[CH:10]=[CH:9][C:8]([O:11][C:12]2[CH:17]=[CH:16][CH:15]=[CH:14][CH:13]=2)=[CH:7][CH:6]=1. (6) Given the product [CH:21]1[C:20]2[C:25](=[N:26][C:27]3[C:32]([C:19]=2[NH:12][C:9]2[CH:10]=[CH:11][C:6]([CH2:5][N:4]([CH2:15][CH2:16][Cl:17])[CH2:3][CH2:2][Cl:1])=[CH:7][CH:8]=2)=[CH:31][CH:30]=[CH:29][CH:28]=3)[CH:24]=[CH:23][CH:22]=1, predict the reactants needed to synthesize it. The reactants are: [Cl:1][CH2:2][CH2:3][N:4]([CH2:15][CH2:16][Cl:17])[CH2:5][C:6]1[CH:11]=[CH:10][C:9]([N+:12]([O-])=O)=[CH:8][CH:7]=1.Cl[C:19]1[C:20]2[C:25]([N:26]=[C:27]3[C:32]=1[CH:31]=[CH:30][CH:29]=[CH:28]3)=[CH:24][CH:23]=[CH:22][CH:21]=2.